From a dataset of Experimentally validated miRNA-target interactions with 360,000+ pairs, plus equal number of negative samples. Binary Classification. Given a miRNA mature sequence and a target amino acid sequence, predict their likelihood of interaction. (1) The miRNA is mmu-miR-6951-5p with sequence UUGUAUUUGUGUGAUUAAAGU. The protein sequence of the target gene is MSSAPAPGPAPASLTLWDEEDFQGRRCRLLSDCANVCERGGLPRVRSVKVENGVWVAFEYPDFQGQQFILEKGDYPRWSAWSGSSSHNSNQLLSFRPVLCANHNDSRVTLFEGDNFQGCKFDLVDDYPSLPSMGWASKDVGSLKVSSGAWVAYQYPGYRGYQYVLERDRHSGEFCTYGELGTQAHTGQLQSIRRVQH. Result: 0 (no interaction). (2) The miRNA is hsa-miR-6828-5p with sequence AGGAAGCAAGAGAACCCUGUGG. The protein sequence of the target gene is MAALGEPVRLERDICRAIELLEKLQRSGEVPPQKLQALQRVLQSEFCNAVREVYEHVYETVDISSSPEVRANATAKATVAAFAASEGHSHPRVVELPKTEEGLGFNIMGGKEQNSPIYISRIIPGGIADRHGGLKRGDQLLSVNGVSVEGEHHEKAVELLKAAQGKVKLVVRYTPKVLEEMESRFEKMRSAKRRQQT. Result: 1 (interaction). (3) The miRNA is hsa-miR-4765 with sequence UGAGUGAUUGAUAGCUAUGUUC. The protein sequence of the target gene is MDLRAGDSWGMLACLCTVLWHLPAVPALNRTGDPGPGPSIQKTYDLTRYLEHQLRSLAGTYLNYLGPPFNEPDFNPPRLGAETLPRATVDLEVWRSLNDKLRLTQNYEAYSHLLCYLRGLNRQAATAELRRSLAHFCTSLQGLLGSIAGVMAALGYPLPQPLPGTEPTWTPGPAHSDFLQKMDDFWLLKELQTWLWRSAKDFNRLKKKMQPPAAAVTLHLGAHGF. Result: 0 (no interaction).